From a dataset of Forward reaction prediction with 1.9M reactions from USPTO patents (1976-2016). Predict the product of the given reaction. (1) The product is: [CH3:1][O:2][C:3]1[N:8]=[C:7](/[CH:9]=[C:10](\[CH3:18])/[C:11]([OH:13])=[O:12])[CH:6]=[CH:5][C:4]=1[N:19]1[CH:23]=[C:22]([CH3:24])[N:21]=[CH:20]1. Given the reactants [CH3:1][O:2][C:3]1[N:8]=[C:7](/[CH:9]=[C:10](\[CH3:18])/[C:11]([O:13]C(C)(C)C)=[O:12])[CH:6]=[CH:5][C:4]=1[N:19]1[CH:23]=[C:22]([CH3:24])[N:21]=[CH:20]1, predict the reaction product. (2) The product is: [CH3:1][C:2]1[CH:10]=[C:9]([CH3:11])[C:8]([N+:12]([O-:14])=[O:13])=[CH:7][C:3]=1[C:4]([N:26]1[CH2:27][CH2:28][CH:23]([C:20]2[CH:21]=[CH:22][C:17]([C:15]#[N:16])=[CH:18][CH:19]=2)[CH2:24][CH2:25]1)=[O:6]. Given the reactants [CH3:1][C:2]1[CH:10]=[C:9]([CH3:11])[C:8]([N+:12]([O-:14])=[O:13])=[CH:7][C:3]=1[C:4]([OH:6])=O.[C:15]([C:17]1[CH:22]=[CH:21][C:20]([CH:23]2[CH2:28][CH2:27][NH:26][CH2:25][CH2:24]2)=[CH:19][CH:18]=1)#[N:16], predict the reaction product. (3) The product is: [S:7]1[CH:11]=[CH:10][C:9]([C:2]2[N:3]=[CH:4][NH:5][CH:6]=2)=[CH:8]1. Given the reactants I[C:2]1[N:3]=[CH:4][NH:5][CH:6]=1.[S:7]1[CH:11]=[CH:10][C:9](B(O)O)=[CH:8]1.C([O-])([O-])=O.[Na+].[Na+], predict the reaction product. (4) Given the reactants [Cl:1]C1C=CC2C3=C(C4CCCCC4)C4C=CC(C(OC(C)(C)C)=O)=CC=4N3CC(C(OC)=O)=CC=2C=1.Cl[C:38]1[CH:39]=[CH:40][C:41]([CH:47]=[O:48])=[C:42]([B:44]([OH:46])[OH:45])[CH:43]=1, predict the reaction product. The product is: [Cl:1][C:39]1[CH:38]=[CH:43][C:42]([B:44]([OH:46])[OH:45])=[C:41]([CH:47]=[O:48])[CH:40]=1. (5) Given the reactants [C:1]([O:5][C:6]([N:8]1[CH2:14][CH2:13][CH2:12][N:11]2[C:15]([C:29]3[CH:34]=[CH:33][CH:32]=[CH:31][CH:30]=3)=[N:16][C:17]([C:18]([NH:20][C@@H:21]([C:25]([CH3:28])([CH3:27])[CH3:26])[C:22]([OH:24])=[O:23])=[O:19])=[C:10]2[CH2:9]1)=[O:7])([CH3:4])([CH3:3])[CH3:2].CN(C)CCCN=C=NCC.O.ON1C2C=CC=CC=2N=N1.O[NH:58][C:59](=[NH:61])[CH3:60], predict the reaction product. The product is: [NH2:61]/[C:59](=[N:58]\[O:23][C:22](=[O:24])[C@@H:21]([NH:20][C:18]([C:17]1[N:16]=[C:15]([C:29]2[CH:30]=[CH:31][CH:32]=[CH:33][CH:34]=2)[N:11]2[CH2:12][CH2:13][CH2:14][N:8]([C:6]([O:5][C:1]([CH3:2])([CH3:3])[CH3:4])=[O:7])[CH2:9][C:10]=12)=[O:19])[C:25]([CH3:27])([CH3:28])[CH3:26])/[CH3:60]. (6) Given the reactants [Cl:1][C:2]1[CH:3]=[N:4][C:5]([O:11][CH2:12][CH2:13][C:14]2[CH:19]=[CH:18][C:17]([Cl:20])=[CH:16][CH:15]=2)=[C:6]([CH:10]=1)[C:7]([OH:9])=O.Cl.[NH2:22][C@H:23]([C:25]1[CH:34]=[CH:33][C:28]([C:29]([O:31][CH3:32])=[O:30])=[CH:27][CH:26]=1)[CH3:24], predict the reaction product. The product is: [Cl:1][C:2]1[CH:10]=[C:6]([C:7]([NH:22][C@H:23]([C:25]2[CH:34]=[CH:33][C:28]([C:29]([O:31][CH3:32])=[O:30])=[CH:27][CH:26]=2)[CH3:24])=[O:9])[C:5]([O:11][CH2:12][CH2:13][C:14]2[CH:19]=[CH:18][C:17]([Cl:20])=[CH:16][CH:15]=2)=[N:4][CH:3]=1. (7) The product is: [Br:1][C:2]1[CH:3]=[C:4]([CH:5]=[CH:6][CH:7]=1)[O:8][CH2:23][CH2:22][CH2:21][C:20]([O:19][CH2:17][CH3:18])=[O:25]. Given the reactants [Br:1][C:2]1[CH:3]=[C:4]([OH:8])[CH:5]=[CH:6][CH:7]=1.C([O-])([O-])=O.[K+].[K+].[I-].[Na+].[CH2:17]([O:19][C:20](=[O:25])[CH2:21][CH2:22][CH2:23]Br)[CH3:18], predict the reaction product.